Dataset: Catalyst prediction with 721,799 reactions and 888 catalyst types from USPTO. Task: Predict which catalyst facilitates the given reaction. (1) Reactant: [C:1]([O:5][C:6](=[O:26])[NH:7][CH:8]1[CH2:13][CH2:12][CH:11]([CH2:14][NH:15][C:16]2[C:21]([N+:22]([O-:24])=[O:23])=[CH:20][N:19]=[C:18](Cl)[N:17]=2)[CH2:10][CH2:9]1)([CH3:4])([CH3:3])[CH3:2].Cl.[CH3:28][S:29]([C:32]1[CH:39]=[CH:38][CH:37]=[CH:36][C:33]=1[CH2:34][NH2:35])(=[O:31])=[O:30].C(N(C(C)C)CC)(C)C. Product: [C:1]([O:5][C:6](=[O:26])[NH:7][CH:8]1[CH2:13][CH2:12][CH:11]([CH2:14][NH:15][C:16]2[C:21]([N+:22]([O-:24])=[O:23])=[CH:20][N:19]=[C:18]([NH:35][CH2:34][C:33]3[CH:36]=[CH:37][CH:38]=[CH:39][C:32]=3[S:29]([CH3:28])(=[O:31])=[O:30])[N:17]=2)[CH2:10][CH2:9]1)([CH3:4])([CH3:3])[CH3:2]. The catalyst class is: 3. (2) Reactant: [Br:1][C:2]1[N:6]([CH2:7][CH3:8])[CH:5]=[C:4]([C:9]([O:11]C)=[O:10])[CH:3]=1.[OH-].[Na+].Cl. Product: [Br:1][C:2]1[N:6]([CH2:7][CH3:8])[CH:5]=[C:4]([C:9]([OH:11])=[O:10])[CH:3]=1. The catalyst class is: 87. (3) Reactant: [C:1]([C:3]1[CH:8]=[CH:7][C:6]([N:9]([CH2:15][C:16]([F:19])([F:18])[F:17])[CH2:10][C:11](OC)=[O:12])=[CH:5][C:4]=1[C:20]([F:23])([F:22])[F:21])#[N:2].[Li+].[BH4-]. Product: [OH:12][CH2:11][CH2:10][N:9]([CH2:15][C:16]([F:17])([F:18])[F:19])[C:6]1[CH:7]=[CH:8][C:3]([C:1]#[N:2])=[C:4]([C:20]([F:22])([F:23])[F:21])[CH:5]=1. The catalyst class is: 1. (4) Reactant: [CH3:1][O:2][C:3](=[O:22])[CH2:4][C:5]1[CH:10]=[C:9]([O:11][CH2:12][C:13]2[CH:18]=[CH:17][C:16]([F:19])=[CH:15][CH:14]=2)[CH:8]=[CH:7][C:6]=1[CH2:20][OH:21]. Product: [CH3:1][O:2][C:3](=[O:22])[CH2:4][C:5]1[CH:10]=[C:9]([O:11][CH2:12][C:13]2[CH:18]=[CH:17][C:16]([F:19])=[CH:15][CH:14]=2)[CH:8]=[CH:7][C:6]=1[CH:20]=[O:21]. The catalyst class is: 703.